The task is: Predict the reactants needed to synthesize the given product.. This data is from Full USPTO retrosynthesis dataset with 1.9M reactions from patents (1976-2016). (1) Given the product [O:37]1[C:36]2[CH:40]=[CH:41][C:33]([C:24]3[CH:23]=[C:22]([CH:27]=[C:26]([C:28](=[O:32])[CH:29]([CH3:30])[CH3:31])[CH:25]=3)[O:21][CH2:20][CH2:19][CH2:18][CH2:17][CH2:16][CH2:15][C:11]3[C:10]([CH2:42][CH2:43][C:44]([OH:46])=[O:45])=[C:9]([CH:14]=[CH:13][CH:12]=3)[O:8][CH2:7][CH2:6][CH2:5][C:4]([OH:49])=[O:3])=[CH:34][C:35]=2[O:39][CH2:38]1, predict the reactants needed to synthesize it. The reactants are: C([O:3][C:4](=[O:49])[CH2:5][CH2:6][CH2:7][O:8][C:9]1[CH:14]=[CH:13][CH:12]=[C:11]([CH2:15][CH2:16][CH2:17][CH2:18][CH2:19][CH2:20][O:21][C:22]2[CH:27]=[C:26]([C:28](=[O:32])[CH:29]([CH3:31])[CH3:30])[CH:25]=[C:24]([C:33]3[CH:41]=[CH:40][C:36]4[O:37][CH2:38][O:39][C:35]=4[CH:34]=3)[CH:23]=2)[C:10]=1[CH2:42][CH2:43][C:44]([O:46]CC)=[O:45])C.[OH-].[Na+].Cl. (2) Given the product [ClH:22].[F:1][C:2]1[CH:7]=[CH:6][C:5]([C:8]2[C:9]([CH2:10][CH2:11][N:12]3[CH2:17][CH2:16][CH:15]([CH3:18])[CH2:14][CH2:13]3)=[CH:19][O:20][N:23]=2)=[CH:4][CH:3]=1, predict the reactants needed to synthesize it. The reactants are: [F:1][C:2]1[CH:7]=[CH:6][C:5]([C:8](=O)[C:9](=[CH:19][OH:20])[CH2:10][CH2:11][N:12]2[CH2:17][CH2:16][CH:15]([CH3:18])[CH2:14][CH2:13]2)=[CH:4][CH:3]=1.[ClH:22].[NH2:23]O.